From a dataset of Forward reaction prediction with 1.9M reactions from USPTO patents (1976-2016). Predict the product of the given reaction. (1) Given the reactants [NH2:1][C:2]1[S:6][N:5]=[CH:4][N:3]=1.[CH3:7][O:8][C:9]1[CH:16]=[C:15]([O:17][CH3:18])[CH:14]=[CH:13][C:10]=1[CH:11]=O.[BH4-].[Na+].Cl.[OH-].[Na+], predict the reaction product. The product is: [CH3:7][O:8][C:9]1[CH:16]=[C:15]([O:17][CH3:18])[CH:14]=[CH:13][C:10]=1[CH2:11][NH:1][C:2]1[S:6][N:5]=[CH:4][N:3]=1.[CH3:7][O:8][C:9]1[CH:16]=[C:15]([O:17][CH3:18])[CH:14]=[CH:13][C:10]=1[CH2:11][NH:1][C:2]1[S:6][N:5]=[CH:4][N:3]=1. (2) Given the reactants [Cl:1][C:2]1[CH:9]=[CH:8][C:5]([CH2:6]Cl)=[CH:4][CH:3]=1.[CH2:10]([N:17]1[C:25]2[C:20](=[CH:21][CH:22]=[C:23]([CH2:26][C:27]([OH:29])=[O:28])[CH:24]=2)[CH:19]=[CH:18]1)[C:11]1[CH:16]=[CH:15][CH:14]=[CH:13][CH:12]=1, predict the reaction product. The product is: [Cl:1][C:2]1[CH:9]=[CH:8][C:5]([CH2:6][N:17]2[C:25]3[C:20](=[CH:21][CH:22]=[C:23]([CH2:26][C:27]([OH:29])=[O:28])[CH:24]=3)[CH:19]=[CH:18]2)=[CH:4][CH:3]=1.[CH2:10]([N:17]1[C:25]2[C:20](=[CH:21][CH:22]=[C:23]([CH2:26][C:27]([OH:29])=[O:28])[CH:24]=2)[CH:19]=[CH:18]1)[C:11]1[CH:12]=[CH:13][CH:14]=[CH:15][CH:16]=1. (3) Given the reactants [CH3:1][C:2]1([C:7]2[O:11][C:10]([CH2:12][N:13]3[N:17]=[C:16]([NH2:18])[CH:15]=[N:14]3)=[CH:9][CH:8]=2)[O:6]CCO1.[Li+].[F:20][C:21]([F:37])([F:36])[C:22]1[N:27]=[C:26]([C:28]2[O:32][CH:31]=[N:30][C:29]=2[C:33]([O-])=[O:34])[CH:25]=[CH:24][CH:23]=1, predict the reaction product. The product is: [C:2]([C:7]1[O:11][C:10]([CH2:12][N:13]2[N:17]=[C:16]([NH:18][C:33]([C:29]3[N:30]=[CH:31][O:32][C:28]=3[C:26]3[CH:25]=[CH:24][CH:23]=[C:22]([C:21]([F:37])([F:20])[F:36])[N:27]=3)=[O:34])[CH:15]=[N:14]2)=[CH:9][CH:8]=1)(=[O:6])[CH3:1]. (4) Given the reactants [Br:1][C:2]1[CH:3]=[C:4]2[C:24](=[CH:25][CH:26]=1)[C:12]1[NH:13][C:14]([C:16]3[C:21](Br)=[CH:20][CH:19]=[CH:18][C:17]=3Br)=[N:15][C:11]=1[C:10]1[CH:9]=[CH:8][C:7]([Cl:27])=[CH:6][C:5]2=1.[C:28]([Cu])#[N:29].[CH3:31][N:32](C=O)C, predict the reaction product. The product is: [Br:1][C:2]1[CH:26]=[C:25]2[C:24](=[CH:4][CH:3]=1)[C:12]1[NH:13][C:14]([C:16]3[C:17]([C:28]#[N:29])=[CH:18][CH:19]=[CH:20][C:21]=3[C:31]#[N:32])=[N:15][C:11]=1[C:10]1[CH:5]=[CH:6][C:7]([Cl:27])=[CH:8][C:9]2=1. (5) Given the reactants C(OC([N:8]1[CH2:13][CH2:12][CH:11]([O:14][C:15]2[CH:20]=[CH:19][C:18]([C:21](=O)[CH2:22][CH2:23][C:24]([OH:26])=O)=[CH:17][CH:16]=2)[CH2:10][CH2:9]1)=O)(C)(C)C.[NH:28]([C:30]1[CH:35]=[CH:34][CH:33]=[CH:32][N:31]=1)[NH2:29], predict the reaction product. The product is: [NH:8]1[CH2:9][CH2:10][CH:11]([O:14][C:15]2[CH:16]=[CH:17][C:18]([C:21]3[CH2:22][CH2:23][C:24](=[O:26])[N:28]([C:30]4[CH:35]=[CH:34][CH:33]=[CH:32][N:31]=4)[N:29]=3)=[CH:19][CH:20]=2)[CH2:12][CH2:13]1. (6) Given the reactants [CH2:1]([N:7]1[CH2:12][CH:11]2[CH:9]([C:10]2([C:14]2[CH:15]=[CH:16][C:17]([N+:21]([O-])=O)=[C:18]([NH2:20])[CH:19]=2)[CH3:13])[CH2:8]1)[CH2:2][CH2:3][CH2:4][CH2:5][CH3:6], predict the reaction product. The product is: [NH2:20][C:18]1[CH:19]=[C:14]([C:10]2([CH3:13])[CH:9]3[CH:11]2[CH2:12][N:7]([CH2:1][CH2:2][CH2:3][CH2:4][CH2:5][CH3:6])[CH2:8]3)[CH:15]=[CH:16][C:17]=1[NH2:21].